Dataset: Full USPTO retrosynthesis dataset with 1.9M reactions from patents (1976-2016). Task: Predict the reactants needed to synthesize the given product. (1) Given the product [F:1][C:2]1[CH:10]=[CH:9][CH:8]=[C:7]2[C:3]=1[C:4]([C:11]([OH:13])=[O:12])=[CH:5][N:6]2[CH2:16][C:17]1[CH:18]=[CH:19][C:20]([C:23]2[CH:24]=[N:25][N:26]([CH3:28])[CH:27]=2)=[CH:21][CH:22]=1, predict the reactants needed to synthesize it. The reactants are: [F:1][C:2]1[CH:10]=[CH:9][CH:8]=[C:7]2[C:3]=1[C:4]([C:11]([O:13]C)=[O:12])=[CH:5][NH:6]2.Cl[CH2:16][C:17]1[CH:22]=[CH:21][C:20]([C:23]2[CH:24]=[N:25][N:26]([CH3:28])[CH:27]=2)=[CH:19][CH:18]=1. (2) The reactants are: [N:1]([CH2:4][C:5]1[CH:10]=[C:9]([C:11]2[CH:38]=[CH:37][C:14]([C:15]([N:17]3[CH2:22][CH2:21][N:20]([S:23]([C:26]4[CH:35]=[CH:34][C:33]5[C:28](=[CH:29][CH:30]=[C:31]([Cl:36])[CH:32]=5)[CH:27]=4)(=[O:25])=[O:24])[CH2:19][CH2:18]3)=[O:16])=[CH:13][CH:12]=2)[CH:8]=[CH:7][N:6]=1)=[N+]=[N-].O.C1(P(C2C=CC=CC=2)C2C=CC=CC=2)C=CC=CC=1. Given the product [ClH:36].[NH2:1][CH2:4][C:5]1[CH:10]=[C:9]([C:11]2[CH:38]=[CH:37][C:14]([C:15]([N:17]3[CH2:22][CH2:21][N:20]([S:23]([C:26]4[CH:35]=[CH:34][C:33]5[C:28](=[CH:29][CH:30]=[C:31]([Cl:36])[CH:32]=5)[CH:27]=4)(=[O:24])=[O:25])[CH2:19][CH2:18]3)=[O:16])=[CH:13][CH:12]=2)[CH:8]=[CH:7][N:6]=1, predict the reactants needed to synthesize it. (3) The reactants are: [CH2:1]([C:5]1[O:6][C:7]2[CH:23]=[CH:22][CH:21]=[CH:20][C:8]=2[C:9]=1[C:10]([C:12]1[CH:17]=[CH:16][C:15]([O:18]C)=[CH:14][CH:13]=1)=[O:11])[CH2:2][CH2:3][CH3:4]. Given the product [CH2:1]([C:5]1[O:6][C:7]2[CH:23]=[CH:22][CH:21]=[CH:20][C:8]=2[C:9]=1[C:10]([C:12]1[CH:13]=[CH:14][C:15]([OH:18])=[CH:16][CH:17]=1)=[O:11])[CH2:2][CH2:3][CH3:4], predict the reactants needed to synthesize it.